This data is from Reaction yield outcomes from USPTO patents with 853,638 reactions. The task is: Predict the reaction yield, written as a fraction of the theoretical maximum amount of product (1.0 means a 100% yield; for example, 0.34 means a 34% yield). (1) The reactants are [CH2:1]([O:8][C@H:9]1[C:19]2([CH2:21][CH2:20]2)[C@H:18]2[C@@H:11]([O:12][Si:13]([CH:31]([CH3:33])[CH3:32])([CH:28]([CH3:30])[CH3:29])[O:14][Si:15]([CH:25]([CH3:27])[CH3:26])([CH:22]([CH3:24])[CH3:23])[O:16][CH2:17]2)[C@H:10]1O)[C:2]1[CH:7]=[CH:6][CH:5]=[CH:4][CH:3]=1.C(N(S(F)(F)[F:41])CC)C. The catalyst is C(Cl)Cl. The product is [CH2:1]([O:8][C@H:9]1[C:19]2([CH2:21][CH2:20]2)[C@H:18]2[C@@H:11]([O:12][Si:13]([CH:31]([CH3:33])[CH3:32])([CH:28]([CH3:30])[CH3:29])[O:14][Si:15]([CH:25]([CH3:27])[CH3:26])([CH:22]([CH3:24])[CH3:23])[O:16][CH2:17]2)[C@@H:10]1[F:41])[C:2]1[CH:7]=[CH:6][CH:5]=[CH:4][CH:3]=1. The yield is 0.490. (2) The reactants are [Cl:1][C:2]1[CH:9]=[CH:8][CH:7]=[C:6]([Cl:10])[C:3]=1[CH:4]=O.C[C:12]([CH3:15])([O-:14])C.[K+].[Cl-].[NH4+].C1C[O:22][CH2:21][CH2:20]1. No catalyst specified. The product is [Cl:1][C:2]1[CH:9]=[CH:8][CH:7]=[C:6]([Cl:10])[C:3]=1[CH:4]=[CH:20][C:21]([O:14][CH2:12][CH3:15])=[O:22]. The yield is 0.651. (3) The reactants are C([N:8]1[CH2:14][C:13]2[N:15]=[CH:16][C:17]([O:19][C@@H:20]([CH:22]3[CH2:24][CH2:23]3)[CH3:21])=[N:18][C:12]=2[O:11][CH2:10][CH2:9]1)C1C=CC=CC=1.[Cl:25]C(OC(Cl)C)=O. The catalyst is C1(C)C=CC=CC=1. The product is [ClH:25].[CH:22]1([C@H:20]([O:19][C:17]2[CH:16]=[N:15][C:13]3[CH2:14][NH:8][CH2:9][CH2:10][O:11][C:12]=3[N:18]=2)[CH3:21])[CH2:24][CH2:23]1. The yield is 0.0300.